From a dataset of Reaction yield outcomes from USPTO patents with 853,638 reactions. Predict the reaction yield, written as a fraction of the theoretical maximum amount of product (1.0 means a 100% yield; for example, 0.34 means a 34% yield). The reactants are [CH3:1][C:2]1[N:3]([C:8]2[CH:12]=[C:11]([C:13](N(OC)C)=[O:14])[NH:10][N:9]=2)[C:4]([CH3:7])=[CH:5][CH:6]=1.[CH3:19][Mg+].[Br-]. The catalyst is C1COCC1. The product is [CH3:7][C:4]1[N:3]([C:8]2[CH:12]=[C:11]([C:13](=[O:14])[CH3:19])[NH:10][N:9]=2)[C:2]([CH3:1])=[CH:6][CH:5]=1. The yield is 0.890.